This data is from CYP2D6 inhibition data for predicting drug metabolism from PubChem BioAssay. The task is: Regression/Classification. Given a drug SMILES string, predict its absorption, distribution, metabolism, or excretion properties. Task type varies by dataset: regression for continuous measurements (e.g., permeability, clearance, half-life) or binary classification for categorical outcomes (e.g., BBB penetration, CYP inhibition). Dataset: cyp2d6_veith. The compound is Oc1ccc([C@H](O)[C@@H]2CCCCN2)cc1O. The result is 0 (non-inhibitor).